This data is from Forward reaction prediction with 1.9M reactions from USPTO patents (1976-2016). The task is: Predict the product of the given reaction. (1) Given the reactants [C:1]([C:4]1[CH:31]=[CH:30][C:7]([C:8]([N:10]2[CH2:16][C@H:15]([NH:17][C:18](=[O:24])[O:19][C:20]([CH3:23])([CH3:22])[CH3:21])[C:14](=[O:25])[NH:13][C:12]3[CH:26]=[CH:27][CH:28]=[CH:29][C:11]2=3)=[O:9])=[CH:6][CH:5]=1)(=[O:3])[CH3:2].Cl[CH2:33][C:34]1[C:43]2[C:38](=[CH:39][CH:40]=[CH:41][CH:42]=2)[CH:37]=[CH:36][C:35]=1[CH3:44].C([O-])([O-])=O.[Cs+].[Cs+].[Na+].[I-], predict the reaction product. The product is: [C:1]([C:4]1[CH:31]=[CH:30][C:7]([C:8]([N:10]2[CH2:16][C@H:15]([NH:17][C:18](=[O:24])[O:19][C:20]([CH3:23])([CH3:22])[CH3:21])[C:14](=[O:25])[N:13]([CH2:33][C:34]3[C:43]4[C:38](=[CH:39][CH:40]=[CH:41][CH:42]=4)[CH:37]=[CH:36][C:35]=3[CH3:44])[C:12]3[CH:26]=[CH:27][CH:28]=[CH:29][C:11]2=3)=[O:9])=[CH:6][CH:5]=1)(=[O:3])[CH3:2]. (2) Given the reactants [C:1]([O:5][C:6](=[O:21])[CH2:7][N:8]1[C:12]2=[N:13][CH:14]=[CH:15][CH:16]=[C:11]2[C:10]([C:17](=[NH:20])[NH:18]O)=[N:9]1)([CH3:4])([CH3:3])[CH3:2].CC(OC(C)=O)=O, predict the reaction product. The product is: [C:1]([O:5][C:6](=[O:21])[CH2:7][N:8]1[C:12]2=[N:13][CH:14]=[CH:15][CH:16]=[C:11]2[C:10]([C:17](=[NH:18])[NH2:20])=[N:9]1)([CH3:4])([CH3:2])[CH3:3].